This data is from Forward reaction prediction with 1.9M reactions from USPTO patents (1976-2016). The task is: Predict the product of the given reaction. (1) The product is: [CH2:1]([NH:8][CH2:18][CH2:17][O:16][C:11]1[CH:12]=[CH:13][CH:14]=[CH:15][C:10]=1[Br:9])[C:2]1[CH:7]=[CH:6][CH:5]=[CH:4][CH:3]=1. Given the reactants [CH2:1]([NH2:8])[C:2]1[CH:7]=[CH:6][CH:5]=[CH:4][CH:3]=1.[Br:9][C:10]1[CH:15]=[CH:14][CH:13]=[CH:12][C:11]=1[O:16][CH2:17][CH2:18]Cl, predict the reaction product. (2) Given the reactants C[O:2][C:3](=[O:26])[CH:4]([C:11]1[CH:16]=[CH:15][C:14]([C:17]2[CH:18]=[C:19]3[C:23](=[CH:24][CH:25]=2)[NH:22][CH:21]=[CH:20]3)=[CH:13][CH:12]=1)[CH2:5][CH:6]1[CH2:10][CH2:9][CH2:8][CH2:7]1.[OH-].[Li+], predict the reaction product. The product is: [CH:6]1([CH2:5][CH:4]([C:11]2[CH:16]=[CH:15][C:14]([C:17]3[CH:18]=[C:19]4[C:23](=[CH:24][CH:25]=3)[NH:22][CH:21]=[CH:20]4)=[CH:13][CH:12]=2)[C:3]([OH:26])=[O:2])[CH2:10][CH2:9][CH2:8][CH2:7]1. (3) Given the reactants [CH3:1][C:2]1[CH:7]=[CH:6][N:5]=[C:4]([NH:8][C:9]2[CH:14]=[C:13](B3OC(C)(C)C(C)(C)O3)[CH:12]=[C:11]([CH3:24])[CH:10]=2)[N:3]=1.[CH3:25][O:26][C:27]([C@H:29]1[CH2:34][CH2:33][C@@:32]([C:36]2[S:37][C:38](Br)=[CH:39][N:40]=2)([OH:35])[CH2:31][C:30]1([CH3:43])[CH3:42])=[O:28].C(=O)([O-])[O-].[Na+].[Na+], predict the reaction product. The product is: [CH3:25][O:26][C:27]([C@H:29]1[CH2:34][CH2:33][C@:32]([OH:35])([C:36]2[S:37][C:38]([C:13]3[CH:14]=[C:9]([NH:8][C:4]4[N:3]=[C:2]([CH3:1])[CH:7]=[CH:6][N:5]=4)[CH:10]=[C:11]([CH3:24])[CH:12]=3)=[CH:39][N:40]=2)[CH2:31][C:30]1([CH3:43])[CH3:42])=[O:28].